From a dataset of Full USPTO retrosynthesis dataset with 1.9M reactions from patents (1976-2016). Predict the reactants needed to synthesize the given product. (1) The reactants are: [CH:1]([C@H:3]1[CH2:7][CH2:6][CH2:5][C@@H:4]1[NH:8]C(=O)OC(C)(C)C)=[CH2:2].[C:16]([OH:22])([C:18]([F:21])([F:20])[F:19])=[O:17]. Given the product [F:19][C:18]([F:21])([F:20])[C:16]([OH:22])=[O:17].[CH:1]([C@H:3]1[CH2:7][CH2:6][CH2:5][C@@H:4]1[NH2:8])=[CH2:2], predict the reactants needed to synthesize it. (2) Given the product [N:7]1[CH:8]=[CH:9][CH:10]=[CH:11][C:6]=1[C:5]1[O:1][C:2]([C:17](=[O:23])[CH2:18][CH2:19][CH2:20][CH2:21][CH3:22])=[N:3][CH:4]=1, predict the reactants needed to synthesize it. The reactants are: [O:1]1[C:5]([C:6]2[CH:11]=[CH:10][CH:9]=[CH:8][N:7]=2)=[CH:4][N:3]=[CH:2]1.[Li]CCCC.[C:17](O)(=[O:23])[CH2:18][CH2:19][CH2:20][CH2:21][CH3:22].C(Cl)(=O)C(Cl)=O. (3) Given the product [Cl:8][C:6]1[CH:7]=[C:2]([N:26]2[CH2:31][CH2:30][O:29][CH2:28][CH2:27]2)[C:3]2[N:4]([CH:9]=[C:10]([C:12]([O:14][CH2:15][CH3:16])=[O:13])[N:11]=2)[N:5]=1, predict the reactants needed to synthesize it. The reactants are: Br[C:2]1[C:3]2[N:4]([CH:9]=[C:10]([C:12]([O:14][CH2:15][CH3:16])=[O:13])[N:11]=2)[N:5]=[C:6]([Cl:8])[CH:7]=1.CCN(C(C)C)C(C)C.[NH:26]1[CH2:31][CH2:30][O:29][CH2:28][CH2:27]1. (4) Given the product [N:55]([CH2:32][C:28]1[CH:29]=[C:30]2[C:25](=[CH:26][CH:27]=1)[N:24]([C:34]([O:36][C:37]([CH3:40])([CH3:39])[CH3:38])=[O:35])[C:23]([C:22]1[C:13]([Cl:12])=[N:14][C:15]3[C:20]([CH:21]=1)=[CH:19][CH:18]=[CH:17][CH:16]=3)=[CH:31]2)=[N+:56]=[N-:57], predict the reactants needed to synthesize it. The reactants are: N12CCCN=C1CCCCC2.[Cl:12][C:13]1[C:22]([C:23]2[N:24]([C:34]([O:36][C:37]([CH3:40])([CH3:39])[CH3:38])=[O:35])[C:25]3[C:30]([CH:31]=2)=[CH:29][C:28]([CH2:32]O)=[CH:27][CH:26]=3)=[CH:21][C:20]2[C:15](=[CH:16][CH:17]=[CH:18][CH:19]=2)[N:14]=1.C1(P([N:55]=[N+:56]=[N-:57])(C2C=CC=CC=2)=O)C=CC=CC=1. (5) Given the product [N:1]1[CH:6]=[CH:5][N:4]=[CH:3][C:2]=1[C:7]1[N:11]2[CH2:12][CH2:13][N:14]([C:30]([O:29][CH2:28][CH2:27][Si:26]([CH3:41])([CH3:40])[CH3:25])=[O:31])[CH2:15][C:10]2=[N:9][N:8]=1, predict the reactants needed to synthesize it. The reactants are: [N:1]1[CH:6]=[CH:5][N:4]=[CH:3][C:2]=1[C:7]1[N:11]2[CH2:12][CH2:13][NH:14][CH2:15][C:10]2=[N:9][N:8]=1.C(N(CC)C(C)C)(C)C.[CH3:25][Si:26]([CH3:41])([CH3:40])[CH2:27][CH2:28][O:29][C:30](ON1C(=O)CCC1=O)=[O:31]. (6) The reactants are: [Cl:1][C:2]1[CH:3]=[C:4]([C:8]2[CH:29]=[CH:28][C:11]3[NH:12][C:13]([NH:15][C:16]([C:18]4[N:19]=[C:20]5[CH:25]=[CH:24][C:23](Cl)=[N:22][N:21]5[CH:27]=4)=[O:17])=[N:14][C:10]=3[CH:9]=2)[CH:5]=[CH:6][CH:7]=1.O1CCCCC1[O:36][CH2:37][CH2:38][OH:39]. Given the product [Cl:1][C:2]1[CH:3]=[C:4]([C:8]2[CH:29]=[CH:28][C:11]3[NH:12][C:13]([NH:15][C:16]([C:18]4[N:19]=[C:20]5[CH:25]=[CH:24][C:23]([O:36][CH2:37][CH2:38][OH:39])=[N:22][N:21]5[CH:27]=4)=[O:17])=[N:14][C:10]=3[CH:9]=2)[CH:5]=[CH:6][CH:7]=1, predict the reactants needed to synthesize it. (7) Given the product [F:6][C:7]1[CH:12]=[CH:11][CH:10]=[CH:9][C:8]=1[N:13]1[C:17]([CH2:18][O:19][C:20]2[CH:21]=[CH:22][CH:23]=[CH:24][CH:25]=2)=[C:16]([C:26]([N:28]([CH2:46][CH:47]([CH3:49])[CH3:48])[C@H:29]2[CH2:30][C@@H:31]([CH2:42][OH:43])[CH2:32][N:33]([C:35]([O:37][C:38]([CH3:39])([CH3:40])[CH3:41])=[O:36])[CH2:34]2)=[O:27])[N:15]=[N:14]1, predict the reactants needed to synthesize it. The reactants are: [Cl-].[Ca+2].[Cl-].[BH4-].[Na+].[F:6][C:7]1[CH:12]=[CH:11][CH:10]=[CH:9][C:8]=1[N:13]1[C:17]([CH2:18][O:19][C:20]2[CH:25]=[CH:24][CH:23]=[CH:22][CH:21]=2)=[C:16]([C:26]([N:28]([CH2:46][CH:47]([CH3:49])[CH3:48])[C@@H:29]2[CH2:34][N:33]([C:35]([O:37][C:38]([CH3:41])([CH3:40])[CH3:39])=[O:36])[CH2:32][C@H:31]([C:42](OC)=[O:43])[CH2:30]2)=[O:27])[N:15]=[N:14]1. (8) Given the product [C:12]([N:8]1[C:9]2[C:5](=[CH:4][C:3]([O:2][CH3:1])=[CH:11][CH:10]=2)[CH2:6][CH2:7]1)(=[O:14])[CH3:13], predict the reactants needed to synthesize it. The reactants are: [CH3:1][O:2][C:3]1[CH:4]=[C:5]2[C:9](=[CH:10][CH:11]=1)[NH:8][CH2:7][CH2:6]2.[C:12](OC(=O)C)(=[O:14])[CH3:13]. (9) Given the product [NH2:9][C:5]1[CH:4]=[CH:3][C:2]([C:24]([OH:25])([CH3:26])[CH3:23])=[N:7][C:6]=1[CH3:8], predict the reactants needed to synthesize it. The reactants are: Br[C:2]1[N:7]=[C:6]([CH3:8])[C:5]([N:9]2[Si](C)(C)CC[Si]2(C)C)=[CH:4][CH:3]=1.[Li]CCCC.[CH3:23][C:24]([CH3:26])=[O:25].